From a dataset of Retrosynthesis with 50K atom-mapped reactions and 10 reaction types from USPTO. Predict the reactants needed to synthesize the given product. (1) Given the product C=CCCP(=O)(OCC)OCC, predict the reactants needed to synthesize it. The reactants are: C=CCCBr.CCOP(OCC)OCC. (2) Given the product COc1cc(O)ccc1C(=O)O, predict the reactants needed to synthesize it. The reactants are: COC(=O)c1ccc(O)cc1OC.